From a dataset of Forward reaction prediction with 1.9M reactions from USPTO patents (1976-2016). Predict the product of the given reaction. (1) Given the reactants C[O:2][C:3]1[CH:36]=[CH:35][C:6]([CH2:7][CH2:8][C:9]2[CH:14]=[CH:13][CH:12]=[CH:11][C:10]=2[C:15]2[N:20]=[C:19]([N:21]3[C:25]([C:26]([F:29])([F:28])[F:27])=[C:24]([C:30]([O:32][CH2:33][CH3:34])=[O:31])[CH:23]=[N:22]3)[CH:18]=[CH:17][CH:16]=2)=[C:5]([CH3:37])[CH:4]=1.B(Br)(Br)Br, predict the reaction product. The product is: [OH:2][C:3]1[CH:36]=[CH:35][C:6]([CH2:7][CH2:8][C:9]2[CH:14]=[CH:13][CH:12]=[CH:11][C:10]=2[C:15]2[N:20]=[C:19]([N:21]3[C:25]([C:26]([F:29])([F:28])[F:27])=[C:24]([C:30]([O:32][CH2:33][CH3:34])=[O:31])[CH:23]=[N:22]3)[CH:18]=[CH:17][CH:16]=2)=[C:5]([CH3:37])[CH:4]=1. (2) Given the reactants [C:1](Cl)(=[O:8])[C:2]1[CH:7]=[CH:6][CH:5]=[CH:4][CH:3]=1.[CH3:10][N:11]1[C:15]2[CH:16]=[CH:17][CH:18]=[CH:19][C:14]=2[N:13]=[C:12]1[CH3:20].[OH2:21], predict the reaction product. The product is: [CH3:10][N:11]1[C:15]2[CH:16]=[CH:17][CH:18]=[CH:19][C:14]=2[N:13]=[C:12]1[CH:20]([C:1]([C:2]1[CH:7]=[CH:6][CH:5]=[CH:4][CH:3]=1)=[O:21])[C:1]([C:2]1[CH:7]=[CH:6][CH:5]=[CH:4][CH:3]=1)=[O:8]. (3) Given the reactants [CH:1]1[CH:6]=[C:5]2[CH:7]=[CH:8][C:9](O)=[C:10]([C:11]3C4C(=CC=CC=4)C=CC=3O)[C:4]2=[CH:3][CH:2]=1.C1(C(CCC)=C)C=CC=CC=1.[F:34][C:35]([F:44])([F:43])[C:36](=[O:42])[C:37]([O:39][CH2:40][CH3:41])=[O:38], predict the reaction product. The product is: [CH2:40]([O:39][C:37](=[O:38])[C:36]([OH:42])([C:35]([F:43])([F:44])[F:34])[CH2:11][C:10]([C:4]1[CH:3]=[CH:2][CH:1]=[CH:6][CH:5]=1)=[CH:9][CH2:8][CH3:7])[CH3:41]. (4) Given the reactants Br[C:2]1[CH:7]=[C:6]([CH3:8])[CH:5]=[CH:4][C:3]=1[S:9][CH3:10].C([Li])CCC.[B:16](OC(C)C)([O:21]C(C)C)[O:17]C(C)C, predict the reaction product. The product is: [CH3:8][C:6]1[CH:5]=[CH:4][C:3]([S:9][CH3:10])=[C:2]([B:16]([OH:21])[OH:17])[CH:7]=1. (5) Given the reactants [NH2:1][C:2]1[C:10]([Cl:11])=[CH:9][C:5]([C:6]([OH:8])=O)=[C:4]([O:12][CH3:13])[CH:3]=1.[Cl:14][C:15]1[CH:21]=[CH:20][C:18]([NH2:19])=[CH:17][CH:16]=1.C1CCC(N=C=NC2CCCCC2)CC1, predict the reaction product. The product is: [NH2:1][C:2]1[C:10]([Cl:11])=[CH:9][C:5]([C:6]([NH:19][C:18]2[CH:20]=[CH:21][C:15]([Cl:14])=[CH:16][CH:17]=2)=[O:8])=[C:4]([O:12][CH3:13])[CH:3]=1. (6) Given the reactants [H-].[Na+].[CH:3]1([CH2:9][CH2:10][CH2:11][CH:12]=O)[CH2:8][CH2:7][CH2:6][CH2:5][CH2:4]1.[OH2:14].[CH3:15][CH2:16][O:17][CH2:18][CH3:19], predict the reaction product. The product is: [CH:3]1([CH2:9][CH2:10][CH2:11]/[CH:12]=[CH:15]/[C:16]([O:17][CH2:18][CH3:19])=[O:14])[CH2:4][CH2:5][CH2:6][CH2:7][CH2:8]1. (7) Given the reactants [Br:1][C:2]1[CH:6]=[CH:5][S:4][C:3]=1[CH:7]=O.[C:9]1([C:15](=[N:22][NH2:23])[C:16]2[CH:21]=[CH:20][CH:19]=[CH:18][CH:17]=2)[CH:14]=[CH:13][CH:12]=[CH:11][CH:10]=1, predict the reaction product. The product is: [C:15](=[N:22]/[N:23]=[CH:7]/[C:3]1[S:4][CH:5]=[CH:6][C:2]=1[Br:1])([C:16]1[CH:17]=[CH:18][CH:19]=[CH:20][CH:21]=1)[C:9]1[CH:14]=[CH:13][CH:12]=[CH:11][CH:10]=1.